From a dataset of TCR-epitope binding with 47,182 pairs between 192 epitopes and 23,139 TCRs. Binary Classification. Given a T-cell receptor sequence (or CDR3 region) and an epitope sequence, predict whether binding occurs between them. (1) The TCR CDR3 sequence is CASSQDPVAGGFGDTQYF. The epitope is TLVPQEHYV. Result: 0 (the TCR does not bind to the epitope). (2) The epitope is GTHWFVTQR. The TCR CDR3 sequence is CSVEGWGHGDTGELFF. Result: 0 (the TCR does not bind to the epitope).